This data is from Full USPTO retrosynthesis dataset with 1.9M reactions from patents (1976-2016). The task is: Predict the reactants needed to synthesize the given product. (1) Given the product [OH2:2].[Si:1]([O-:5])([O-:4])([O-:3])[O-:2].[Ca+2:6].[Ca+2:6].[OH-:2].[Ca+2:6].[OH-:2], predict the reactants needed to synthesize it. The reactants are: [Si:1]([O-:5])([O-:4])([O-:3])[O-:2].[Ca+2:6].[Ca+2].[Ca+2]. (2) Given the product [N:1]([CH:4]([C:11]1[CH:16]=[N:15][C:14]([C:17]([F:18])([F:19])[F:20])=[CH:13][CH:12]=1)[CH2:5][CH:6]=[O:7])=[N+:2]=[N-:3], predict the reactants needed to synthesize it. The reactants are: [N:1]([CH:4]([C:11]1[CH:12]=[CH:13][C:14]([C:17]([F:20])([F:19])[F:18])=[N:15][CH:16]=1)[CH2:5][CH:6]1OCC[O:7]1)=[N+:2]=[N-:3].Cl.C(OCC)C. (3) Given the product [NH2:1][C:2]1[C:7]2=[C:8]([C:16]3[CH:21]=[CH:20][C:19]([NH:22][C:23]([NH:25][C:26]4[CH:31]=[C:30]([C:32]([F:33])([F:34])[F:35])[CH:29]=[CH:28][C:27]=4[F:36])=[O:24])=[CH:18][CH:17]=3)[C:9]([CH2:13][O:14][CH3:15])=[C:10]([CH2:11][N:37]3[CH2:42][CH2:41][O:40][CH2:39][CH2:38]3)[N:6]2[N:5]=[CH:4][N:3]=1, predict the reactants needed to synthesize it. The reactants are: [NH2:1][C:2]1[C:7]2=[C:8]([C:16]3[CH:21]=[CH:20][C:19]([NH:22][C:23]([NH:25][C:26]4[CH:31]=[C:30]([C:32]([F:35])([F:34])[F:33])[CH:29]=[CH:28][C:27]=4[F:36])=[O:24])=[CH:18][CH:17]=3)[C:9]([CH2:13][O:14][CH3:15])=[C:10]([CH:11]=O)[N:6]2[N:5]=[CH:4][N:3]=1.[NH:37]1[CH2:42][CH2:41][O:40][CH2:39][CH2:38]1.C(O[BH-](OC(=O)C)OC(=O)C)(=O)C.[Na+].